Dataset: Full USPTO retrosynthesis dataset with 1.9M reactions from patents (1976-2016). Task: Predict the reactants needed to synthesize the given product. (1) The reactants are: [NH2:1][C:2]1[CH:7]=[CH:6][CH:5]=[CH:4][CH:3]=1.[CH3:8][O:9][C:10]1[CH:11]=[C:12]([CH:18]2[CH2:23][CH2:22][N:21]([C:24]3[C:25]([CH3:38])=[C:26]([CH3:37])[C:27]4[O:31][C:30]([CH3:33])([CH3:32])[CH:29](O)[C:28]=4[C:35]=3[CH3:36])[CH2:20][CH2:19]2)[CH:13]=[CH:14][C:15]=1[O:16][CH3:17]. Given the product [C:2]1([NH:1][CH:29]2[C:28]3[C:35]([CH3:36])=[C:24]([N:21]4[CH2:20][CH2:19][CH:18]([C:12]5[CH:13]=[CH:14][C:15]([O:16][CH3:17])=[C:10]([O:9][CH3:8])[CH:11]=5)[CH2:23][CH2:22]4)[C:25]([CH3:38])=[C:26]([CH3:37])[C:27]=3[O:31][C:30]2([CH3:33])[CH3:32])[CH:7]=[CH:6][CH:5]=[CH:4][CH:3]=1, predict the reactants needed to synthesize it. (2) Given the product [F:35][C:33]1[CH:34]=[C:29]([O:28][C:27]2[CH:26]=[CH:25][C:5]([CH2:6][O:7][C:8]3[CH:9]=[C:10]4[NH:17][CH2:16][CH2:15][N:11]4[C:12](=[O:14])[N:13]=3)=[CH:4][C:3]=2[C:1]#[N:2])[CH:30]=[N:31][C:32]=1[F:36], predict the reactants needed to synthesize it. The reactants are: [C:1]([C:3]1[CH:4]=[C:5]([CH:25]=[CH:26][C:27]=1[O:28][C:29]1[CH:30]=[N:31][C:32]([F:36])=[C:33]([F:35])[CH:34]=1)[CH2:6][O:7][C:8]1[CH:9]=[C:10]2[N:17](C(OC(C)(C)C)=O)[CH2:16][CH2:15][N:11]2[C:12](=[O:14])[N:13]=1)#[N:2].C(O)(C(F)(F)F)=O.